This data is from Experimentally validated miRNA-target interactions with 360,000+ pairs, plus equal number of negative samples. The task is: Binary Classification. Given a miRNA mature sequence and a target amino acid sequence, predict their likelihood of interaction. (1) The miRNA is hsa-miR-3916 with sequence AAGAGGAAGAAAUGGCUGGUUCUCAG. The protein sequence of the target gene is MGGGERYNIPDPQSRNASKNQEQQNRQKSKDQNSSQTKIAHKKKERGHGYNPAAAAWQAMQNGGKTKSLSNNSNWNAGLSSPSLLFKSQASQNYAGAKFSEPPSPSVLPKPPSHWVHVSLNPSDKETMTFQLKTLLKVQV. Result: 0 (no interaction). (2) The miRNA is mmu-miR-3105-3p with sequence ACUGCUUAUGAGCUUGCACUCC. The protein sequence of the target gene is MDAAGRGCHLLPLPAARGPARAPAAAAAAAASPPGPCSGAACAPSAAAGAGAMNPSSSAGEEKGATGGSSSSGSGAGSCCLGAEGGADPRGAGSAAAAGAAALDEPAAAGQKEKDEALEEKLRNLTFRKQVSYRKAISRAGLQHLAPAHPLSLPVANGPAKEPRATLDWSENAVNGEHLWLETNVSGDLCYLGEENCQVRFAKSALRRKCAVCKIVVHTACIEQLEKINFRCKPTFREGGSRSPRENFVRHHWVHRRRQEGKCKQCGKGFQQKFSFHSKEIVAISCSWCKQAFHNKVTCF.... Result: 0 (no interaction). (3) The miRNA is hsa-miR-329-5p with sequence GAGGUUUUCUGGGUUUCUGUUUC. The protein sequence of the target gene is MPEINTNHLDKQQVQLLAEMCILIDENDNKIGAETKKNCHLNENIEKGLLHRAFSVFLFNTENKLLLQQRSDAKITFPGCFTNTCCSHPLSNPAELEESDALGVRRAAQRRLKAELGIPLEEVPPEEINYLTRIHYKAQSDGIWGEHEIDYILLVRKNVTLNPDPNEIKSYCYVSKEELKELLKKAASGEIKITPWFKIIAATFLFKWWDNLNHLNQFVDHEKIYRM. Result: 0 (no interaction). (4) The miRNA is mmu-miR-129b-5p with sequence GCUUUUUGGGGUAAGGGCUUCC. The protein sequence of the target gene is MGLEALVPLAMIVAIFLLLVDLMHRHQRWAARYPPGPLPLPGLGNLLHVDFQNTPYCFDQLRRRFGDVFSLQLAWTPVVVLNGLAAVREAMVTRGEDTADRPPAPIYQVLGFGPRSQGVILSRYGPAWREQRRFSVSTLRNLGLGKKSLEQWVTEEAACLCAAFADQAGRPFRPNGLLDKAVSNVIASLTCGRRFEYDDPRFLRLLDLAQEGLKEESGFLREVLNAVPVLPHIPALAGKVLRFQKAFLTQLDELLTEHRMTWDPAQPPRDLTEAFLAKKEKAKGSPESSFNDENLRIVVG.... Result: 0 (no interaction). (5) The miRNA is hsa-miR-125a-5p with sequence UCCCUGAGACCCUUUAACCUGUGA. The protein sequence of the target gene is MDEQEALDSIMKDLVALQMSRRTRLSGYETMKNKDTGHPNRQSDVRIKFEHNGERRIIAFSRPVRYEDVEHKVTTVFGQPLDLHYMNNELSILLKNQDDLDKAIDILDRSSSMKSLRILLLSQDRNHTSSSPHSGVSRQVRIKPSQSAGDINTIYQAPEPRSRHLSVSSQNPGRSSPPPGYVPERQQHIARQGSYTSINSEGEFIPETSEQCMLDPLSSAENSLSGSCQSLDRSADSPSFRKSQMSRARSFPDNRKECSDRETQLYDKGVKGGTYPRRYHVSVHHKDYNDGRRTFPRIRR.... Result: 0 (no interaction). (6) The miRNA is hsa-miR-499a-5p with sequence UUAAGACUUGCAGUGAUGUUU. The protein sequence of the target gene is MRSHTGLRALVAPGYPLLLLCLLAATRPDPAEGDPTDPTFTSLPVREEMMAKYSNLSLKSCNISVTEKSNVSVEENVILEKPSHVELKCVYTATKDLNLMNVTWKKDDEPLETTGDFNTTKMGNTLTSQYRFIVFNSKQLGKYSCVFGEKELRGTFNIHVPKAHGKKKSLIAYVGDSTVLKCVCQDCLPLNWTWYMGNETAQVPIDAHSNEKYIINGSHANETRLKIKHLLEEDGGSYWCRATFQLGESEEQNELVVLSFLVPLKPFLAILAEVILLVAIILLCEVYTHKKKNDPDAGKE.... Result: 0 (no interaction). (7) The miRNA is hsa-miR-3927-3p with sequence CAGGUAGAUAUUUGAUAGGCAU. Result: 0 (no interaction). The protein sequence of the target gene is MARRPRAPAASGEEFSFVSPLVKYLLFFFNMLFWVISMVMVAVGVYARLMKHAEAALACLAVDPAILLIVVGVLMFLLTFCGCIGSLRENICLLQTFSLCLTAVFLLQLAAGILGFVFSDKARGKVSEIINNAIVHYRDDLDLQNLIDFGQKKFSCCGGISYKDWSQNMYFNCSEDNPSRERCSVPYSCCLPTPDQAVINTMCGQGMQAFDYLEASKVIYTNGCIDKLVNWIHSNLFLLGGVALGLAIPQLVGILLSQILVNQIKDQIKLQLYNQQHRADPWY.